From a dataset of Forward reaction prediction with 1.9M reactions from USPTO patents (1976-2016). Predict the product of the given reaction. Given the reactants [CH2:1]([O:8][C:9]1[C:10]([OH:15])=[N:11][CH:12]=[CH:13][CH:14]=1)[C:2]1[CH:7]=[CH:6][CH:5]=[CH:4][CH:3]=1.[CH2:16]([NH:23][C:24]([C:26]1[S:30][C:29](Br)=[N:28][C:27]=1[CH3:32])=[O:25])[C:17]1[CH:22]=[CH:21][CH:20]=[CH:19][CH:18]=1, predict the reaction product. The product is: [CH2:16]([NH:23][C:24]([C:26]1[S:30][C:29]([N:11]2[CH:12]=[CH:13][CH:14]=[C:9]([O:8][CH2:1][C:2]3[CH:3]=[CH:4][CH:5]=[CH:6][CH:7]=3)[C:10]2=[O:15])=[N:28][C:27]=1[CH3:32])=[O:25])[C:17]1[CH:18]=[CH:19][CH:20]=[CH:21][CH:22]=1.